This data is from Catalyst prediction with 721,799 reactions and 888 catalyst types from USPTO. The task is: Predict which catalyst facilitates the given reaction. Reactant: [CH3:1][C@:2]12[C@H:54]3[CH2:55][C@H:52]([C:53]3([CH3:57])[CH3:56])[CH2:51][C@H:3]1[O:4][B:5]([C@@H:7]([NH:10][C:11]([C@H:13]1[N:17]3[C:18](=[O:40])[C:19]([N:22](CC4C=CC=CC=4)C(=O)OCC4C=CC=CC=4)=[CH:20][N:21]=[C:16]3[C@:15]([CH3:50])([CH2:41]/[CH:42]=[CH:43]/[C:44]3[CH:49]=[CH:48][CH:47]=[CH:46][CH:45]=3)[CH2:14]1)=[O:12])[CH2:8][CH3:9])[O:6]2. Product: [CH3:1][C@:2]12[C@H:54]3[CH2:55][C@H:52]([C:53]3([CH3:56])[CH3:57])[CH2:51][C@H:3]1[O:4][B:5]([C@@H:7]([NH:10][C:11]([C@H:13]1[N:17]3[C:18](=[O:40])[C:19]([NH2:22])=[CH:20][N:21]=[C:16]3[C@:15]([CH3:50])([CH2:41][CH2:42][CH2:43][C:44]3[CH:49]=[CH:48][CH:47]=[CH:46][CH:45]=3)[CH2:14]1)=[O:12])[CH2:8][CH3:9])[O:6]2. The catalyst class is: 750.